From a dataset of Forward reaction prediction with 1.9M reactions from USPTO patents (1976-2016). Predict the product of the given reaction. (1) Given the reactants [CH3:1][N:2]1[CH:7]=[C:6](B2OC(C)(C)C(C)(C)O2)[CH:5]=[C:4]([NH:17][C:18]2[CH:23]=[CH:22][C:21]([C:24]([N:26]3[CH2:31][CH2:30][O:29][CH2:28][CH2:27]3)=[O:25])=[CH:20][N:19]=2)[C:3]1=[O:32].Br[C:34]1[CH:41]=[CH:40][CH:39]=[C:38]([N:42]2[N:51]=[CH:50][C:49]3[C:44](=[C:45]([F:56])[CH:46]=[C:47]([C:52]([CH3:55])([CH3:54])[CH3:53])[CH:48]=3)[C:43]2=[O:57])[C:35]=1[CH:36]=[O:37].O1CCOCC1.C(=O)([O-])[O-].[Cs+].[Cs+], predict the reaction product. The product is: [C:52]([C:47]1[CH:48]=[C:49]2[C:44](=[C:45]([F:56])[CH:46]=1)[C:43](=[O:57])[N:42]([C:38]1[CH:39]=[CH:40][CH:41]=[C:34]([C:6]3[CH:5]=[C:4]([NH:17][C:18]4[CH:23]=[CH:22][C:21]([C:24]([N:26]5[CH2:27][CH2:28][O:29][CH2:30][CH2:31]5)=[O:25])=[CH:20][N:19]=4)[C:3](=[O:32])[N:2]([CH3:1])[CH:7]=3)[C:35]=1[CH:36]=[O:37])[N:51]=[CH:50]2)([CH3:55])([CH3:53])[CH3:54]. (2) The product is: [O:38]=[C:29]1[N:28]([C:25]2[CH:26]=[CH:27][C:18]3[C:17]4[NH:16][N:15]=[C:14]([N:11]5[CH2:10][CH2:9][NH:8][CH2:13][CH2:12]5)[C:23]=4[CH2:22][CH2:21][CH2:20][C:19]=3[CH:24]=2)[CH2:32][C@H:31]([CH2:33][NH:34][C:35](=[O:37])[CH3:36])[O:30]1. Given the reactants C(OC([N:8]1[CH2:13][CH2:12][N:11]([C:14]2[C:23]3[CH2:22][CH2:21][CH2:20][C:19]4[CH:24]=[C:25]([N:28]5[CH2:32][C@H:31]([CH2:33][NH:34][C:35](=[O:37])[CH3:36])[O:30][C:29]5=[O:38])[CH:26]=[CH:27][C:18]=4[C:17]=3[NH:16][N:15]=2)[CH2:10][CH2:9]1)=O)(C)(C)C.CO.C(Cl)(=O)C, predict the reaction product. (3) Given the reactants [NH2:1][C:2]1[CH:7]=[CH:6][CH:5]=[C:4]([Cl:8])[N:3]=1.[Cl:9][CH2:10][CH:11]=O, predict the reaction product. The product is: [ClH:8].[Cl:9][C:10]1[N:3]2[CH:4]=[CH:5][N:1]=[C:2]2[CH:7]=[CH:6][CH:11]=1. (4) Given the reactants [Cl:1][CH2:2][CH2:3][CH2:4][C:5]([NH:7][C:8]1[CH:13]=[C:12]([O:14][C:15]2[CH:21]=[CH:20][C:18]([NH2:19])=[CH:17][CH:16]=2)[CH:11]=[CH:10][N:9]=1)=[O:6].[F:22][C:23]1[CH:28]=[CH:27][C:26]([N:29]=[C:30]=[O:31])=[CH:25][CH:24]=1.O1CCCC1.O, predict the reaction product. The product is: [F:22][C:23]1[CH:28]=[CH:27][C:26]([NH:29][C:30]([NH:19][C:18]2[CH:17]=[CH:16][C:15]([O:14][C:12]3[CH:11]=[CH:10][N:9]=[C:8]([NH:7][C:5](=[O:6])[CH2:4][CH2:3][CH2:2][Cl:1])[CH:13]=3)=[CH:21][CH:20]=2)=[O:31])=[CH:25][CH:24]=1. (5) Given the reactants [N+:1]([C:4]1[CH:5]=[C:6]([CH:9]=[CH:10][CH:11]=1)[CH:7]=O)([O-:3])=[O:2].[NH2:12][C:13]1[CH:18]=[CH:17][N:16]=[C:15]([Cl:19])[CH:14]=1.C(O[BH-](OC(=O)C)OC(=O)C)(=O)C.[Na+].[OH-].[Na+], predict the reaction product. The product is: [N+:1]([C:4]1[CH:5]=[C:6]([CH:9]=[CH:10][CH:11]=1)[CH2:7][NH:12][C:13]1[CH:18]=[CH:17][N:16]=[C:15]([Cl:19])[CH:14]=1)([O-:3])=[O:2]. (6) Given the reactants [N+:1]([C:4]1[CH:5]=[C:6]2[C:11](=[CH:12][CH:13]=1)[O:10][CH:9]=[CH:8][C:7]2=[O:14])([O-])=O, predict the reaction product. The product is: [NH2:1][C:4]1[CH:5]=[C:6]2[C:11](=[CH:12][CH:13]=1)[O:10][CH:9]=[CH:8][C:7]2=[O:14]. (7) The product is: [CH2:1]([C:8]1[S:9][C:10]([S:14]([OH:17])(=[O:16])=[O:15])=[CH:11][CH:12]=1)[C:2]1[CH:7]=[CH:6][CH:5]=[CH:4][CH:3]=1. Given the reactants [CH2:1]([C:8]1[S:9][CH:10]=[CH:11][CH:12]=1)[C:2]1[CH:7]=[CH:6][CH:5]=[CH:4][CH:3]=1.Cl[S:14]([OH:17])(=[O:16])=[O:15], predict the reaction product. (8) Given the reactants [F:1][C:2]1[CH:3]=[CH:4][CH:5]=[C:6]2[C:11]=1[N:10]=[C:9]([N:12]1[CH2:17][CH2:16][N:15]([C:18]3[CH:23]=[CH:22][CH:21]=[C:20]([CH3:24])[CH:19]=3)[CH2:14][CH2:13]1)[N:8]([C:25]1[CH:30]=[C:29]([C:31]([F:34])([F:33])[F:32])[CH:28]=[CH:27][C:26]=1[O:35][CH3:36])[CH:7]2[CH2:37][C:38]([O:40]C)=[O:39].[OH-].[Na+], predict the reaction product. The product is: [F:1][C:2]1[CH:3]=[CH:4][CH:5]=[C:6]2[C:11]=1[N:10]=[C:9]([N:12]1[CH2:17][CH2:16][N:15]([C:18]3[CH:23]=[CH:22][CH:21]=[C:20]([CH3:24])[CH:19]=3)[CH2:14][CH2:13]1)[N:8]([C:25]1[CH:30]=[C:29]([C:31]([F:33])([F:32])[F:34])[CH:28]=[CH:27][C:26]=1[O:35][CH3:36])[CH:7]2[CH2:37][C:38]([OH:40])=[O:39].